From a dataset of Peptide-MHC class I binding affinity with 185,985 pairs from IEDB/IMGT. Regression. Given a peptide amino acid sequence and an MHC pseudo amino acid sequence, predict their binding affinity value. This is MHC class I binding data. (1) The peptide sequence is KIVPLPPMY. The MHC is HLA-B18:01 with pseudo-sequence HLA-B18:01. The binding affinity (normalized) is 0.0847. (2) The peptide sequence is YIESKAKQL. The MHC is HLA-A02:06 with pseudo-sequence HLA-A02:06. The binding affinity (normalized) is 0.260. (3) The binding affinity (normalized) is 0.0847. The MHC is HLA-B40:01 with pseudo-sequence HLA-B40:01. The peptide sequence is YLIPFIWFV. (4) The binding affinity (normalized) is 0.0847. The MHC is HLA-A11:01 with pseudo-sequence HLA-A11:01. The peptide sequence is WHQARFEEL. (5) The peptide sequence is VVYRGTTTY. The MHC is HLA-B58:01 with pseudo-sequence HLA-B58:01. The binding affinity (normalized) is 0.479. (6) The binding affinity (normalized) is 0. The peptide sequence is KTAVQMAVF. The MHC is HLA-A02:06 with pseudo-sequence HLA-A02:06. (7) The peptide sequence is YQQYHRFGLY. The MHC is Mamu-B17 with pseudo-sequence Mamu-B17. The binding affinity (normalized) is 0.253. (8) The peptide sequence is WMRGRGRAL. The MHC is HLA-A80:01 with pseudo-sequence HLA-A80:01. The binding affinity (normalized) is 0.0847.